From a dataset of NCI-60 drug combinations with 297,098 pairs across 59 cell lines. Regression. Given two drug SMILES strings and cell line genomic features, predict the synergy score measuring deviation from expected non-interaction effect. (1) Drug 1: CC(CN1CC(=O)NC(=O)C1)N2CC(=O)NC(=O)C2. Drug 2: CC(C)CN1C=NC2=C1C3=CC=CC=C3N=C2N. Cell line: RPMI-8226. Synergy scores: CSS=19.9, Synergy_ZIP=-2.28, Synergy_Bliss=-4.31, Synergy_Loewe=-7.60, Synergy_HSA=-6.95. (2) Drug 1: CC1=C(C=C(C=C1)C(=O)NC2=CC(=CC(=C2)C(F)(F)F)N3C=C(N=C3)C)NC4=NC=CC(=N4)C5=CN=CC=C5. Drug 2: CC1=C(N=C(N=C1N)C(CC(=O)N)NCC(C(=O)N)N)C(=O)NC(C(C2=CN=CN2)OC3C(C(C(C(O3)CO)O)O)OC4C(C(C(C(O4)CO)O)OC(=O)N)O)C(=O)NC(C)C(C(C)C(=O)NC(C(C)O)C(=O)NCCC5=NC(=CS5)C6=NC(=CS6)C(=O)NCCC[S+](C)C)O. Cell line: KM12. Synergy scores: CSS=22.1, Synergy_ZIP=-6.98, Synergy_Bliss=-5.27, Synergy_Loewe=-7.82, Synergy_HSA=-1.50. (3) Drug 2: C1=NC2=C(N=C(N=C2N1C3C(C(C(O3)CO)O)F)Cl)N. Synergy scores: CSS=44.6, Synergy_ZIP=-5.29, Synergy_Bliss=-0.504, Synergy_Loewe=0.248, Synergy_HSA=0.725. Drug 1: COC1=C(C=C2C(=C1)N=CN=C2NC3=CC(=C(C=C3)F)Cl)OCCCN4CCOCC4. Cell line: NCI-H460.